Task: Predict the reactants needed to synthesize the given product.. Dataset: Full USPTO retrosynthesis dataset with 1.9M reactions from patents (1976-2016) The reactants are: [Cl:1][C:2]1[NH:10][C:9]2[C:8](=[O:11])[N:7]([CH2:12][CH2:13][CH2:14][CH2:15][C:16]([OH:18])=[O:17])[C:6](=[O:19])[N:5]([CH2:20][CH2:21][CH2:22][CH2:23][CH3:24])[C:4]=2[N:3]=1.C1N=CN(C(N2C=NC=C2)=O)C=1.[CH2:37](O)[C:38]1[CH:43]=[CH:42][CH:41]=[CH:40][CH:39]=1. Given the product [Cl:1][C:2]1[NH:10][C:9]2[C:8](=[O:11])[N:7]([CH2:12][CH2:13][CH2:14][CH2:15][C:16]([O:18][CH2:37][C:38]3[CH:43]=[CH:42][CH:41]=[CH:40][CH:39]=3)=[O:17])[C:6](=[O:19])[N:5]([CH2:20][CH2:21][CH2:22][CH2:23][CH3:24])[C:4]=2[N:3]=1, predict the reactants needed to synthesize it.